Dataset: Reaction yield outcomes from USPTO patents with 853,638 reactions. Task: Predict the reaction yield, written as a fraction of the theoretical maximum amount of product (1.0 means a 100% yield; for example, 0.34 means a 34% yield). (1) The reactants are [CH3:1][C:2]([CH3:12])([C:4](=[O:11])[CH:5]([OH:10])[C:6]([CH3:9])([CH3:8])[CH3:7])[CH3:3].[Mn]([O-])(=O)(=O)=O.[K+].[OH-].[Na+]. The catalyst is CCCCCC. The product is [CH3:8][C:6]([CH3:9])([C:5](=[O:10])[C:4](=[O:11])[C:2]([CH3:12])([CH3:3])[CH3:1])[CH3:7]. The yield is 0.820. (2) The reactants are [NH2:1][CH2:2][CH2:3][N:4]1[C:12]2[CH2:11][CH2:10][CH2:9][CH2:8][C:7]=2[CH:6]=[C:5]1[C:13]([O:15]CC)=O.[O-]CC.[Na+]. The catalyst is C(O)C. The product is [C:13]1(=[O:15])[C:5]2=[CH:6][C:7]3[CH2:8][CH2:9][CH2:10][CH2:11][C:12]=3[N:4]2[CH2:3][CH2:2][NH:1]1. The yield is 0.420. (3) The reactants are Cl[C:2]1[N:7]=[C:6]([NH:8][CH2:9][CH2:10][CH3:11])[N:5]=[C:4]([NH:12][CH2:13][CH2:14][CH3:15])[N:3]=1.Cl.[F:17][CH:18]([F:22])[CH2:19][O:20][NH2:21]. No catalyst specified. The product is [CH2:13]([NH:12][C:4]1[N:5]=[C:6]([NH:8][CH2:9][CH2:10][CH3:11])[N:7]=[C:2]([NH:21][O:20][CH2:19][CH:18]([F:22])[F:17])[N:3]=1)[CH2:14][CH3:15]. The yield is 0.590.